This data is from Forward reaction prediction with 1.9M reactions from USPTO patents (1976-2016). The task is: Predict the product of the given reaction. (1) Given the reactants C1(P(C2C=CC=CC=2)C2C=CC=CC=2)C=CC=CC=1.[F:20][C:21]1[CH:26]=[CH:25][CH:24]=[CH:23][C:22]=1[C:27]1[C:36]2[C:31](=[CH:32][CH:33]=[CH:34][CH:35]=2)[C:30](=[O:37])[O:29][C:28]=1[CH2:38]O.[Br:40]C(Br)(Br)Br.C(Cl)Cl, predict the reaction product. The product is: [Br:40][CH2:38][C:28]1[O:29][C:30](=[O:37])[C:31]2[C:36]([C:27]=1[C:22]1[CH:23]=[CH:24][CH:25]=[CH:26][C:21]=1[F:20])=[CH:35][CH:34]=[CH:33][CH:32]=2. (2) Given the reactants [Cl:1][C:2]1[CH:9]=[C:6]([CH:7]=[O:8])[C:5]([OH:10])=[CH:4][CH:3]=1.C([O-])([O-])=O.[K+].[K+].[F:17][C:18]([F:29])([F:28])[O:19][C:20]1[CH:27]=[CH:26][C:23]([CH2:24]Br)=[CH:22][CH:21]=1, predict the reaction product. The product is: [Cl:1][C:2]1[CH:3]=[CH:4][C:5]([O:10][CH2:24][C:23]2[CH:26]=[CH:27][C:20]([O:19][C:18]([F:17])([F:28])[F:29])=[CH:21][CH:22]=2)=[C:6]([CH:9]=1)[CH:7]=[O:8]. (3) Given the reactants NC(N)=O.[Br:5][C:6]1[CH:14]=[CH:13][CH:12]=[C:11]2[C:7]=1[CH2:8][CH:9]([N:15]=[C:16]=[O:17])[CH2:10]2.Cl.[F:19][CH2:20][CH2:21][NH2:22].C(N(C(C)C)CC)(C)C, predict the reaction product. The product is: [Br:5][C:6]1[CH:14]=[CH:13][CH:12]=[C:11]2[C:7]=1[CH2:8][CH:9]([NH:15][C:16]([NH:22][CH2:21][CH2:20][F:19])=[O:17])[CH2:10]2. (4) Given the reactants C(=O)([O-])[O-].[K+].[K+].[OH:7][C:8]1[CH:21]=[CH:20][CH:19]=[CH:18][C:9]=1[CH:10]=[C:11]1[CH2:16][CH:15]([CH3:17])[O:14][C:12]1=[O:13].S(C1C=CC([N+]([O-])=O)=CC=1)(O[CH2:26][C@H:27]1[O:29][CH2:28]1)(=O)=O.[CH:39]1[C:48]2[C:43](=[CH:44][CH:45]=[CH:46][CH:47]=2)[CH:42]=[CH:41][C:40]=1[CH:49]1[CH2:54][CH2:53][NH:52][CH2:51][CH2:50]1, predict the reaction product. The product is: [OH:29][CH:27]([CH2:28][N:52]1[CH2:53][CH2:54][CH:49]([C:40]2[CH:41]=[CH:42][C:43]3[C:48](=[CH:47][CH:46]=[CH:45][CH:44]=3)[CH:39]=2)[CH2:50][CH2:51]1)[CH2:26][O:7][C:8]1[CH:21]=[CH:20][CH:19]=[CH:18][C:9]=1[CH:10]=[C:11]1[CH2:16][C@H:15]([CH3:17])[O:14][C:12]1=[O:13]. (5) Given the reactants [C:1]([O:9][C@@H:10]1[CH2:18][C@@H:13]2[O:14][C:15](=[O:17])[CH2:16][C@@H:12]2[C@H:11]1/[CH:19]=[CH:20]/[C:21](=[O:31])[CH2:22][O:23][C:24]1[CH:29]=[CH:28][CH:27]=[C:26]([Cl:30])[CH:25]=1)(=[O:8])[C:2]1[CH:7]=[CH:6][CH:5]=[CH:4][CH:3]=1.B(Cl)([C@H]1[C@H](C)[C@@H]2C(C)(C)[C@@H](C2)C1)[C@H]1[C@H](C)[C@@H]2C(C)(C)[C@@H](C2)C1, predict the reaction product. The product is: [C:1]([O:9][C@@H:10]1[CH2:18][C@@H:13]2[O:14][C:15](=[O:17])[CH2:16][C@@H:12]2[C@H:11]1/[CH:19]=[CH:20]/[C@@H:21]([OH:31])[CH2:22][O:23][C:24]1[CH:29]=[CH:28][CH:27]=[C:26]([Cl:30])[CH:25]=1)(=[O:8])[C:2]1[CH:3]=[CH:4][CH:5]=[CH:6][CH:7]=1. (6) Given the reactants [CH3:1][C:2]1[N:6]=[C:5]([C:7]2[CH:12]=[CH:11][C:10]([CH2:13][C:14]3[CH:31]=[CH:30][C:17]4[CH2:18][CH2:19][N:20](C(OC(C)(C)C)=O)[CH2:21][CH2:22][C:16]=4[CH:15]=3)=[CH:9][CH:8]=2)[O:4][N:3]=1.FC(F)(F)C(O)=O, predict the reaction product. The product is: [CH3:1][C:2]1[N:6]=[C:5]([C:7]2[CH:8]=[CH:9][C:10]([CH2:13][C:14]3[CH:31]=[CH:30][C:17]4[CH2:18][CH2:19][NH:20][CH2:21][CH2:22][C:16]=4[CH:15]=3)=[CH:11][CH:12]=2)[O:4][N:3]=1. (7) Given the reactants [C:1]([O:5][C:6](=[O:20])[NH:7][C:8]1[CH:13]=[C:12](F)[C:11]([C:15]#[N:16])=[CH:10][C:9]=1[N+:17]([O-:19])=[O:18])([CH3:4])([CH3:3])[CH3:2].[CH3:21][NH:22][CH3:23], predict the reaction product. The product is: [C:1]([O:5][C:6](=[O:20])[NH:7][C:8]1[CH:13]=[C:12]([N:22]([CH3:23])[CH3:21])[C:11]([C:15]#[N:16])=[CH:10][C:9]=1[N+:17]([O-:19])=[O:18])([CH3:4])([CH3:3])[CH3:2]. (8) Given the reactants [Cl:1][C:2]1[N:7]=[C:6](Cl)[C:5]([Cl:9])=[CH:4][N:3]=1.C(=O)([O-])[O-].[K+].[K+].[O:16]1[CH2:21][CH2:20][N:19]([C:22]2[CH:23]=[C:24]([CH:26]=[CH:27][CH:28]=2)[NH2:25])[CH2:18][CH2:17]1.O, predict the reaction product. The product is: [Cl:1][C:2]1[N:7]=[C:6]([NH:25][C:24]2[CH:26]=[CH:27][CH:28]=[C:22]([N:19]3[CH2:20][CH2:21][O:16][CH2:17][CH2:18]3)[CH:23]=2)[C:5]([Cl:9])=[CH:4][N:3]=1. (9) The product is: [Cl:24][CH2:25][C:26]([N:1]1[CH2:2][CH2:3][CH:4]([NH:7][C:8](=[O:14])[O:9][C:10]([CH3:11])([CH3:13])[CH3:12])[CH2:5][CH2:6]1)=[O:27]. Given the reactants [NH:1]1[CH2:6][CH2:5][CH:4]([NH:7][C:8](=[O:14])[O:9][C:10]([CH3:13])([CH3:12])[CH3:11])[CH2:3][CH2:2]1.CCN(C(C)C)C(C)C.[Cl:24][CH2:25][C:26](Cl)=[O:27], predict the reaction product. (10) Given the reactants Cl.[CH3:2][C@@H:3]1[CH2:7][CH2:6][CH2:5][NH:4]1.C([O-])([O-])=O.[K+].[K+].[C:14]([O:18][CH2:19][CH3:20])(=[O:17])[CH:15]=[CH2:16].CCO, predict the reaction product. The product is: [CH2:19]([O:18][C:14](=[O:17])[CH2:15][CH2:16][N:4]1[CH2:5][CH2:6][CH2:7][C@H:3]1[CH3:2])[CH3:20].